This data is from Peptide-MHC class I binding affinity with 185,985 pairs from IEDB/IMGT. The task is: Regression. Given a peptide amino acid sequence and an MHC pseudo amino acid sequence, predict their binding affinity value. This is MHC class I binding data. (1) The peptide sequence is KLQRKHGGSL. The MHC is HLA-B08:01 with pseudo-sequence HLA-B08:01. The binding affinity (normalized) is 0.400. (2) The peptide sequence is YTDDYPMYK. The MHC is HLA-B35:01 with pseudo-sequence HLA-B35:01. The binding affinity (normalized) is 0.0847. (3) The peptide sequence is SPGMMMGMF. The MHC is HLA-B07:02 with pseudo-sequence HLA-B07:02. The binding affinity (normalized) is 0.485.